From a dataset of NCI-60 drug combinations with 297,098 pairs across 59 cell lines. Regression. Given two drug SMILES strings and cell line genomic features, predict the synergy score measuring deviation from expected non-interaction effect. (1) Drug 1: C1=CC=C(C=C1)NC(=O)CCCCCCC(=O)NO. Drug 2: CN(CCCl)CCCl.Cl. Cell line: SNB-19. Synergy scores: CSS=7.92, Synergy_ZIP=-1.97, Synergy_Bliss=3.35, Synergy_Loewe=0.0933, Synergy_HSA=0.732. (2) Drug 1: CC1=C2C(C(=O)C3(C(CC4C(C3C(C(C2(C)C)(CC1OC(=O)C(C(C5=CC=CC=C5)NC(=O)OC(C)(C)C)O)O)OC(=O)C6=CC=CC=C6)(CO4)OC(=O)C)OC)C)OC. Drug 2: N.N.Cl[Pt+2]Cl. Cell line: T-47D. Synergy scores: CSS=46.9, Synergy_ZIP=9.58, Synergy_Bliss=8.36, Synergy_Loewe=-12.5, Synergy_HSA=7.89. (3) Drug 1: C1CC(=O)NC(=O)C1N2CC3=C(C2=O)C=CC=C3N. Drug 2: CC1=CC=C(C=C1)C2=CC(=NN2C3=CC=C(C=C3)S(=O)(=O)N)C(F)(F)F. Cell line: 786-0. Synergy scores: CSS=3.63, Synergy_ZIP=-3.65, Synergy_Bliss=-5.02, Synergy_Loewe=-2.17, Synergy_HSA=-2.04. (4) Drug 1: CS(=O)(=O)C1=CC(=C(C=C1)C(=O)NC2=CC(=C(C=C2)Cl)C3=CC=CC=N3)Cl. Drug 2: C1=CC(=CC=C1CC(C(=O)O)N)N(CCCl)CCCl.Cl. Cell line: MCF7. Synergy scores: CSS=12.2, Synergy_ZIP=-7.88, Synergy_Bliss=-1.61, Synergy_Loewe=-8.74, Synergy_HSA=-1.79.